Dataset: Forward reaction prediction with 1.9M reactions from USPTO patents (1976-2016). Task: Predict the product of the given reaction. (1) Given the reactants Cl[C:2]1[N:7]=[CH:6][C:5]([F:8])=[CH:4][N:3]=1.[NH:9]1[CH2:14][CH2:13][CH:12]([CH2:15][OH:16])[CH2:11][CH2:10]1.C([O-])([O-])=O.[K+].[K+].O, predict the reaction product. The product is: [F:8][C:5]1[CH:4]=[N:3][C:2]([N:9]2[CH2:14][CH2:13][CH:12]([CH2:15][OH:16])[CH2:11][CH2:10]2)=[N:7][CH:6]=1. (2) Given the reactants CN(C=[O:5])C.[O:6]1[C:10]2[CH:11]=[CH:12][CH:13]=[CH:14][C:9]=2[C:8]([O:15]S(C(F)(F)F)(=O)=O)=[CH:7]1.C(N([CH2:28][CH3:29])CC)C, predict the reaction product. The product is: [CH3:7][O:6][C:10]([C:9]1[C:14]2[CH:13]=[CH:12][CH:11]=[CH:28][C:29]=2[O:15][CH:8]=1)=[O:5]. (3) Given the reactants [CH3:1][N:2]1[C:6]([Cl:7])=[C:5]([C:8]([OH:21])=[C:9]([C:12]2[S:13][CH:14]=[C:15]([C:17]([CH3:20])([CH3:19])[CH3:18])[N:16]=2)[C:10]#[N:11])[C:4]([C:22]([F:25])([F:24])[F:23])=[N:3]1.C(N(CC)CC)C.[C:33](Cl)(=[O:38])[C:34]([CH3:37])([CH3:36])[CH3:35], predict the reaction product. The product is: [CH3:1][N:2]1[C:6]([Cl:7])=[C:5]([C:8]([O:21][C:33](=[O:38])[C:34]([CH3:37])([CH3:36])[CH3:35])=[C:9]([C:12]2[S:13][CH:14]=[C:15]([C:17]([CH3:20])([CH3:19])[CH3:18])[N:16]=2)[C:10]#[N:11])[C:4]([C:22]([F:25])([F:23])[F:24])=[N:3]1. (4) Given the reactants [C:1]([CH:3](N1CCOCC1)[C:4]1[CH:5]=[C:6]([CH:9]=[CH:10][CH:11]=1)[C:7]#[N:8])#[N:2].[H-].[Na+].[Cl:20][C:21]1N=C(Cl)[CH:24]=[CH:23][N:22]=1.CN(C=[O:32])C, predict the reaction product. The product is: [Cl:20][C:21]1[N:2]=[C:1]([C:3]([C:4]2[CH:5]=[C:6]([CH:9]=[CH:10][CH:11]=2)[C:7]#[N:8])=[O:32])[CH:24]=[CH:23][N:22]=1. (5) Given the reactants [F:1][C:2]1[CH:7]=[CH:6][C:5]([N:8]2[C:16]3[C:11](=[CH:12][C:13](OS(C(F)(F)F)(=O)=O)=[CH:14][CH:15]=3)[CH:10]=[CH:9]2)=[CH:4][CH:3]=1.[CH2:25]([OH:30])[CH2:26][CH2:27][C:28]#[CH:29].Cl, predict the reaction product. The product is: [F:1][C:2]1[CH:7]=[CH:6][C:5]([N:8]2[C:16]3[C:11](=[CH:12][C:13]([C:29]#[C:28][CH2:27][CH2:26][CH2:25][OH:30])=[CH:14][CH:15]=3)[CH:10]=[CH:9]2)=[CH:4][CH:3]=1.